This data is from TCR-epitope binding with 47,182 pairs between 192 epitopes and 23,139 TCRs. The task is: Binary Classification. Given a T-cell receptor sequence (or CDR3 region) and an epitope sequence, predict whether binding occurs between them. (1) The epitope is HPVGEADYFEY. The TCR CDR3 sequence is CASSSRGGTYEQYF. Result: 0 (the TCR does not bind to the epitope). (2) Result: 0 (the TCR does not bind to the epitope). The epitope is PKYVKQNTLKLAT. The TCR CDR3 sequence is CSVVGRSSVAKNIQYF. (3) The epitope is SLVKPSFYV. The TCR CDR3 sequence is CASSSLGNTEAFF. Result: 0 (the TCR does not bind to the epitope). (4) The epitope is KRWIILGLNK. The TCR CDR3 sequence is CASSPLGGHHSGANVLTF. Result: 1 (the TCR binds to the epitope). (5) The epitope is LLLGIGILV. The TCR CDR3 sequence is CSAGRTVAGPGGAYNEQFF. Result: 1 (the TCR binds to the epitope). (6) The epitope is QECVRGTTVL. The TCR CDR3 sequence is CASSPGTARPQHF. Result: 1 (the TCR binds to the epitope). (7) The epitope is FTISVTTEIL. The TCR CDR3 sequence is CASSQERGGKWAYEQYF. Result: 0 (the TCR does not bind to the epitope).